From a dataset of Full USPTO retrosynthesis dataset with 1.9M reactions from patents (1976-2016). Predict the reactants needed to synthesize the given product. (1) Given the product [O:9]=[C:8]1[C:7]2[CH:10]=[CH:11][CH:12]=[CH:13][C:6]=2[S:5][N:4]1[CH2:3][C:2]([N:14]1[CH2:19][CH2:18][N:17]([C:21]([O:23][CH2:24][C:25]2[CH:30]=[CH:29][CH:28]=[CH:27][CH:26]=2)=[O:22])[CH2:16][CH2:15]1)=[O:1], predict the reactants needed to synthesize it. The reactants are: [O:1]=[C:2]([N:14]1[CH2:19][CH2:18][NH:17][CH2:16][CH2:15]1)[CH2:3][N:4]1[C:8](=[O:9])[C:7]2[CH:10]=[CH:11][CH:12]=[CH:13][C:6]=2[S:5]1.Cl[C:21]([O:23][CH2:24][C:25]1[CH:30]=[CH:29][CH:28]=[CH:27][CH:26]=1)=[O:22].CCN(C(C)C)C(C)C. (2) The reactants are: [C:1]([N:5]1[CH2:10][CH2:9][N:8](C(OC(C)(C)C)=O)[C@@H:7]([C:18]([N:20]2[CH2:25][CH2:24][NH:23][CH2:22][CH2:21]2)=[O:19])[CH2:6]1)([CH3:4])([CH3:3])[CH3:2].[Cl:26][C:27]1[S:31][C:30]([NH:32][C:33](=[O:41])OC2C=CC=CC=2)=[N:29][C:28]=1[CH3:42]. Given the product [C:1]([N:5]1[CH2:10][CH2:9][NH:8][C@@H:7]([C:18]([N:20]2[CH2:25][CH2:24][N:23]([C:33]([NH:32][C:30]3[S:31][C:27]([Cl:26])=[C:28]([CH3:42])[N:29]=3)=[O:41])[CH2:22][CH2:21]2)=[O:19])[CH2:6]1)([CH3:4])([CH3:2])[CH3:3], predict the reactants needed to synthesize it. (3) Given the product [NH2:23][C:22]1[C:13]([C:11]([C:4]2[CH:5]=[CH:6][C:7]([O:9][CH3:10])=[CH:8][C:3]=2[O:2][CH3:1])=[O:12])=[CH:14][CH:15]=[C:16]2[C:21]=1[N:20]=[CH:19][CH:18]=[CH:17]2, predict the reactants needed to synthesize it. The reactants are: [CH3:1][O:2][C:3]1[CH:8]=[C:7]([O:9][CH3:10])[CH:6]=[CH:5][C:4]=1[C:11]([C:13]1[C:22]([N+:23]([O-])=O)=[C:21]2[C:16]([CH:17]=[CH:18][CH:19]=[N:20]2)=[CH:15][CH:14]=1)=[O:12].C1COCC1. (4) Given the product [F:1][C:2]1[CH:3]=[C:4]([CH:8]=[CH:9][C:10]=1[O:11][C:12]([F:13])([F:14])[F:15])[C:5]([O:7][CH2:25][CH3:26])=[O:6], predict the reactants needed to synthesize it. The reactants are: [F:1][C:2]1[CH:3]=[C:4]([CH:8]=[CH:9][C:10]=1[O:11][C:12]([F:15])([F:14])[F:13])[C:5]([OH:7])=[O:6].S(Cl)(Cl)=O.C(=O)(O)[O-].[Na+].[CH2:25](O)[CH3:26].